Dataset: Catalyst prediction with 721,799 reactions and 888 catalyst types from USPTO. Task: Predict which catalyst facilitates the given reaction. (1) Reactant: [N+:1]([C:4]1[CH:9]=[CH:8][C:7]([CH2:10][CH2:11][CH:12]([OH:21])[CH2:13][CH2:14][C:15]2[CH:20]=[CH:19][CH:18]=[CH:17][CH:16]=2)=[CH:6][CH:5]=1)([O-:3])=[O:2].CCN(CC)CC.Cl[S:30]([N:33]=C=O)(=[O:32])=[O:31].C(O)=O. Product: [S:30](=[O:32])(=[O:31])([O:21][CH:12]([CH2:13][CH2:14][C:15]1[CH:16]=[CH:17][CH:18]=[CH:19][CH:20]=1)[CH2:11][CH2:10][C:7]1[CH:6]=[CH:5][C:4]([N+:1]([O-:3])=[O:2])=[CH:9][CH:8]=1)[NH2:33]. The catalyst class is: 2. (2) Reactant: [CH:1]1[C:13]2[NH:12][C:11]3[C:6](=[CH:7][CH:8]=[CH:9][CH:10]=3)[C:5]=2[CH:4]=[CH:3][CH:2]=1.Br[C:15]1[C:24]2[C:19](=[CH:20][CH:21]=[CH:22][CH:23]=2)[C:18](Br)=[CH:17][CH:16]=1.N[CH:27](N)[CH2:28][CH2:29][CH2:30][CH2:31][CH3:32].[O-]P([O-])([O-])=O.[K+].[K+].[K+]. Product: [C:15]1([C:27]2[CH:32]=[CH:31][C:30]([C:8]3[CH:7]=[C:6]4[C:11](=[CH:10][CH:9]=3)[NH:12][C:13]3[CH:1]=[CH:2][C:3]([C:1]5[CH:13]=[CH:5][CH:4]=[CH:3][CH:2]=5)=[CH:4][C:5]4=3)=[CH:29][CH:28]=2)[C:24]2[C:19](=[CH:20][CH:21]=[CH:22][CH:23]=2)[CH:18]=[CH:17][CH:16]=1. The catalyst class is: 185. (3) Reactant: [F:1][C:2]([F:17])([F:16])[C:3]1[CH:10]=[CH:9][C:6]([C:7]#[N:8])=[C:5]([N:11]2[CH:15]=NC=N2)[CH:4]=1.Cl[C:19](Cl)(OC(=O)OC(Cl)(Cl)Cl)Cl.[N-:30]=[C:31]=[O:32].N[C:34]1[C:39]2[O:40][CH2:41][C:42](=[O:44])[NH:43][C:38]=2[CH:37]=[CH:36][CH:35]=1. Product: [CH3:19][N:11]([CH3:15])[C:5]1[CH:4]=[C:3]([C:2]([F:1])([F:16])[F:17])[CH:10]=[CH:9][C:6]=1[CH2:7][NH:8][C:31]([NH:30][C:34]1[C:39]2[O:40][CH2:41][C:42](=[O:44])[NH:43][C:38]=2[CH:37]=[CH:36][CH:35]=1)=[O:32]. The catalyst class is: 329. (4) Reactant: [CH:1]([C:3]1[N:8]=[N:7][C:6]2[O:9][CH2:10][CH2:11][S:12][C:5]=2[CH:4]=1)=C.I([O-])(=O)(=O)=[O:14].[Na+]. The catalyst class is: 785. Product: [N:7]1[C:6]2[O:9][CH2:10][CH2:11][S:12][C:5]=2[CH:4]=[C:3]([CH:1]=[O:14])[N:8]=1. (5) Reactant: Cl[C:2]1[C:11]([C:12]([OH:14])=[O:13])=[CH:10][C:9]2[C:4](=[CH:5][CH:6]=[C:7]([Cl:15])[CH:8]=2)[N:3]=1.[NH2:16][C@@H:17]([CH2:21][C:22]1[CH:27]=[CH:26][C:25]([O:28][C:29]2[CH:34]=[CH:33][C:32]([Br:35])=[CH:31][N:30]=2)=[CH:24][CH:23]=1)[C:18]([OH:20])=[O:19]. Product: [Br:35][C:32]1[CH:33]=[CH:34][C:29]([O:28][C:25]2[CH:24]=[CH:23][C:22]([CH2:21][C@H:17]([NH:16][C:2]3[C:11]([C:12]([OH:14])=[O:13])=[CH:10][C:9]4[C:4](=[CH:5][CH:6]=[C:7]([Cl:15])[CH:8]=4)[N:3]=3)[C:18]([OH:20])=[O:19])=[CH:27][CH:26]=2)=[N:30][CH:31]=1. The catalyst class is: 16.